This data is from Full USPTO retrosynthesis dataset with 1.9M reactions from patents (1976-2016). The task is: Predict the reactants needed to synthesize the given product. Given the product [ClH:9].[O:1]([C:3]1[CH:8]=[CH:7][C:6]([Cl:9])=[CH:5][C:4]=1[NH:10][C:11]([NH:13][C:14]1[CH:22]=[CH:21][CH:20]=[C:19]2[C:15]=1[CH:16]=[CH:17][N:18]2[CH2:23][C:24]1[CH:29]=[CH:28][N:27]=[C:26]2[NH:30][CH:31]=[CH:32][C:25]=12)=[O:12])[CH3:2], predict the reactants needed to synthesize it. The reactants are: [O:1]([C:3]1[CH:8]=[CH:7][C:6]([Cl:9])=[CH:5][C:4]=1[NH:10][C:11]([NH:13][C:14]1[CH:22]=[CH:21][CH:20]=[C:19]2[C:15]=1[CH:16]=[CH:17][N:18]2[CH2:23][C:24]1[CH:29]=[CH:28][N:27]=[C:26]2[N:30](C(OC(C)(C)C)=O)[CH:31]=[CH:32][C:25]=12)=[O:12])[CH3:2].Cl.